Dataset: Catalyst prediction with 721,799 reactions and 888 catalyst types from USPTO. Task: Predict which catalyst facilitates the given reaction. (1) Reactant: [CH2:1]([N:8]1[CH2:13][CH2:12][CH:11]([N:14]([CH2:22][C:23]2[N:24]=[C:25]([CH2:47][N:48]([CH3:50])[CH3:49])[N:26](C(C3C=CC=CC=3)(C3C=CC=CC=3)C3C=CC=CC=3)[CH:27]=2)C(=O)OC(C)(C)C)[CH2:10][CH2:9]1)[C:2]1[CH:7]=[CH:6][CH:5]=[CH:4][CH:3]=1.FC(F)(F)[C:53]([OH:55])=O. Product: [CH2:1]([N:8]1[CH2:13][CH2:12][CH:11]([N:14]2[CH2:22][C:23]3=[CH:27][N:26]=[C:25]([CH2:47][N:48]([CH3:50])[CH3:49])[N:24]3[C:53]2=[O:55])[CH2:10][CH2:9]1)[C:2]1[CH:3]=[CH:4][CH:5]=[CH:6][CH:7]=1. The catalyst class is: 229. (2) Reactant: [C:1]([O:9][CH2:10][CH2:11][CH2:12][CH2:13][N:14]1[CH:18]=[C:17]([C:19]([OH:21])=O)[N:16]=[N:15]1)(=[O:8])[C:2]1[CH:7]=[CH:6][CH:5]=[CH:4][CH:3]=1.CN(C(ON1N=NC2C=CC=NC1=2)=[N+](C)C)C.F[P-](F)(F)(F)(F)F.CCN(C(C)C)C(C)C.[N:55]1[CH:60]=[CH:59][CH:58]=[CH:57][C:56]=1[CH2:61][NH2:62]. Product: [C:1]([O:9][CH2:10][CH2:11][CH2:12][CH2:13][N:14]1[CH:18]=[C:17]([C:19](=[O:21])[NH:62][CH2:61][C:56]2[CH:57]=[CH:58][CH:59]=[CH:60][N:55]=2)[N:16]=[N:15]1)(=[O:8])[C:2]1[CH:3]=[CH:4][CH:5]=[CH:6][CH:7]=1. The catalyst class is: 18. (3) Reactant: [CH2:1]([O:3][C:4]([CH:6]1[CH2:11][CH:10]([OH:12])[CH2:9][NH:8][CH2:7]1)=[O:5])[CH3:2].[F:13][C:14]1[CH:22]=[CH:21][C:17]([C:18](O)=[O:19])=[CH:16][CH:15]=1.C1C=NC2N(O)N=NC=2C=1.CCN=C=NCCCN(C)C.Cl.C(N(CC)CC)C. Product: [CH2:1]([O:3][C:4]([CH:6]1[CH2:11][CH:10]([OH:12])[CH2:9][N:8]([C:18](=[O:19])[C:17]2[CH:21]=[CH:22][C:14]([F:13])=[CH:15][CH:16]=2)[CH2:7]1)=[O:5])[CH3:2]. The catalyst class is: 2. (4) Reactant: C[O:2][C:3]([C:5]1[S:6][C:7]([C:11]2[CH:16]=[CH:15][CH:14]=[CH:13][CH:12]=2)=[CH:8][C:9]=1[NH2:10])=[O:4].O[Li].O. Product: [NH2:10][C:9]1[CH:8]=[C:7]([C:11]2[CH:16]=[CH:15][CH:14]=[CH:13][CH:12]=2)[S:6][C:5]=1[C:3]([OH:4])=[O:2]. The catalyst class is: 87. (5) Product: [Cl:19][CH2:20][C:21]([NH:10][CH2:9][C:8]1[CH:7]=[CH:6][C:5]([C:1]([CH3:4])([CH3:2])[CH3:3])=[CH:12][CH:11]=1)=[O:22]. Reactant: [C:1]([C:5]1[CH:12]=[CH:11][C:8]([CH2:9][NH2:10])=[CH:7][CH:6]=1)([CH3:4])([CH3:3])[CH3:2].C(=O)([O-])[O-].[K+].[K+].[Cl:19][CH2:20][C:21](Cl)=[O:22].O. The catalyst class is: 4. (6) Reactant: [O-]P1(OP([O-])(=O)OP([O-])(=O)OP([O-])(=O)O1)=O.[Na+].[Na+].[Na+].[Na+].[Cl:21][C:22]1[C:27]2[CH2:28][CH:29]([C:30]([OH:32])=O)[C:26]=2[CH:25]=[CH:24][CH:23]=1.Cl.[CH2:34]([NH:41][CH2:42][CH2:43][C:44](=[O:46])[CH3:45])[C:35]1[CH:40]=[CH:39][CH:38]=[CH:37][CH:36]=1.C(N(CC)CC)C. Product: [CH2:34]([N:41]([CH2:42][CH2:43][C:44](=[O:46])[CH3:45])[C:30]([CH:29]1[C:26]2[CH:25]=[CH:24][CH:23]=[C:22]([Cl:21])[C:27]=2[CH2:28]1)=[O:32])[C:35]1[CH:40]=[CH:39][CH:38]=[CH:37][CH:36]=1. The catalyst class is: 34. (7) Reactant: [C:1]([N:4]1[C:13]2[C:12](=[O:14])[NH:11][CH:10]=[CH:9][C:8]=2[C@H:7]([NH:15][C:16](=[O:25])[O:17][CH2:18][C:19]2[CH:24]=[CH:23][CH:22]=[CH:21][CH:20]=2)[C@@H:6]([CH3:26])[C@@H:5]1[CH2:27][CH2:28][CH3:29])(=[O:3])[CH3:2].[S:30](O[S:30]([C:33]([F:36])([F:35])[F:34])(=[O:32])=[O:31])([C:33]([F:36])([F:35])[F:34])(=[O:32])=[O:31]. Product: [F:34][C:33]([F:36])([F:35])[S:30]([O:14][C:12]1[N:11]=[CH:10][CH:9]=[C:8]2[C:13]=1[N:4]([C:1](=[O:3])[CH3:2])[CH:5]([CH2:27][CH2:28][CH3:29])[CH:6]([CH3:26])[CH:7]2[NH:15][C:16]([O:17][CH2:18][C:19]1[CH:20]=[CH:21][CH:22]=[CH:23][CH:24]=1)=[O:25])(=[O:32])=[O:31]. The catalyst class is: 298.